This data is from Forward reaction prediction with 1.9M reactions from USPTO patents (1976-2016). The task is: Predict the product of the given reaction. (1) Given the reactants [CH:1]1[N:5]=[CH:4][N:3]2[CH:6]([C:9]3[CH:16]=[CH:15][C:12]([C:13]#[N:14])=[CH:11][C:10]=3/[CH:17]=[CH:18]/[CH3:19])[CH2:7][CH2:8][C:2]=12, predict the reaction product. The product is: [CH:1]1[N:5]=[CH:4][N:3]2[CH:6]([C:9]3[CH:16]=[CH:15][C:12]([C:13]#[N:14])=[CH:11][C:10]=3[CH2:17][CH2:18][CH3:19])[CH2:7][CH2:8][C:2]=12. (2) The product is: [S:3]1[N:7]=[CH:6][C:5]([O:8][CH2:9][C@@H:10]2[O:14][C:13](=[O:15])[N:12]([C:16]3[CH:17]=[CH:18][C:19]([I:1])=[CH:20][CH:21]=3)[CH2:11]2)=[N:4]1. Given the reactants [I:1]I.[S:3]1[N:7]=[CH:6][C:5]([O:8][CH2:9][C@@H:10]2[O:14][C:13](=[O:15])[N:12]([C:16]3[CH:21]=[CH:20][CH:19]=[CH:18][CH:17]=3)[CH2:11]2)=[N:4]1, predict the reaction product. (3) Given the reactants [CH3:1][C:2]([O:5][C:6]([NH:8][CH:9]1[CH2:15][CH2:14][C:12](=O)[CH2:11][CH2:10]1)=[O:7])([CH3:4])[CH3:3].[NH:16]1[CH2:19][CH2:18][CH2:17]1.C([O-])(=O)C.[Na+].C(O[BH-](OC(=O)C)OC(=O)C)(=O)C.[Na+], predict the reaction product. The product is: [N:16]1([CH:12]2[CH2:14][CH2:15][CH:9]([NH:8][C:6](=[O:7])[O:5][C:2]([CH3:4])([CH3:3])[CH3:1])[CH2:10][CH2:11]2)[CH2:19][CH2:18][CH2:17]1. (4) Given the reactants [CH3:1][O:2][C:3]1[CH:4]=[CH:5][C:6]([C:14]2[CH2:15][CH2:16][C:17](=[O:20])[NH:18][N:19]=2)=[C:7]2[C:12]=1[N:11]=[C:10]([CH3:13])[CH:9]=[CH:8]2.[N+](C1C=C(S([O-])(=O)=O)C=CC=1)([O-])=O.[Na+].Cl, predict the reaction product. The product is: [CH3:1][O:2][C:3]1[CH:4]=[CH:5][C:6]([C:14]2[CH:15]=[CH:16][C:17](=[O:20])[NH:18][N:19]=2)=[C:7]2[C:12]=1[N:11]=[C:10]([CH3:13])[CH:9]=[CH:8]2. (5) Given the reactants Cl[C:2]1[CH:7]=[C:6]([Cl:8])[N:5]=[C:4]([CH3:9])[N:3]=1.CCN(C(C)C)C(C)C.[C:19]([O:23][C:24](=[O:33])[NH:25][C@H:26]1[CH2:31][CH2:30][C@@H:29]([NH2:32])[CH2:28][CH2:27]1)([CH3:22])([CH3:21])[CH3:20], predict the reaction product. The product is: [C:19]([O:23][C:24](=[O:33])[NH:25][C@H:26]1[CH2:27][CH2:28][C@@H:29]([NH:32][C:2]2[CH:7]=[C:6]([Cl:8])[N:5]=[C:4]([CH3:9])[N:3]=2)[CH2:30][CH2:31]1)([CH3:22])([CH3:20])[CH3:21]. (6) Given the reactants [CH3:1][O:2][C:3]1[CH:8]=[CH:7][N:6]=[C:5]2[N:9](CO)[N:10]=[C:11]([CH:12]3[CH2:17][CH2:16][NH:15][CH2:14][CH2:13]3)[C:4]=12, predict the reaction product. The product is: [CH3:1][O:2][C:3]1[CH:8]=[CH:7][N:6]=[C:5]2[NH:9][N:10]=[C:11]([CH:12]3[CH2:17][CH2:16][NH:15][CH2:14][CH2:13]3)[C:4]=12.